Task: Predict the product of the given reaction.. Dataset: Forward reaction prediction with 1.9M reactions from USPTO patents (1976-2016) (1) Given the reactants [Cl:1][C:2]1[CH:3]=[C:4]([NH:15][C:16]2[C:25]3[C:20](=[CH:21][C:22]([CH:28]=[CH:29][CH2:30][CH2:31]OS(C4C=CC(C)=CC=4)(=O)=O)=[C:23]([O:26][CH3:27])[CH:24]=3)[N:19]=[CH:18][C:17]=2[C:43]#[N:44])[CH:5]=[CH:6][C:7]=1[S:8][C:9]1[N:10]([CH3:14])[CH:11]=[CH:12][N:13]=1.[CH2:45]([NH:47][CH2:48][CH3:49])[CH3:46], predict the reaction product. The product is: [Cl:1][C:2]1[CH:3]=[C:4]([NH:15][C:16]2[C:25]3[C:20](=[CH:21][C:22](/[CH:28]=[CH:29]/[CH2:30][CH2:31][N:47]([CH2:48][CH3:49])[CH2:45][CH3:46])=[C:23]([O:26][CH3:27])[CH:24]=3)[N:19]=[CH:18][C:17]=2[C:43]#[N:44])[CH:5]=[CH:6][C:7]=1[S:8][C:9]1[N:10]([CH3:14])[CH:11]=[CH:12][N:13]=1. (2) Given the reactants [Br:1][C:2]1[CH:3]=[C:4]([CH:8]=[CH:9][CH:10]=1)[C:5]([OH:7])=[O:6].S(=O)(=O)(O)O.[CH:16](O)([CH3:18])[CH3:17], predict the reaction product. The product is: [CH:16]([O:6][C:5](=[O:7])[C:4]1[CH:8]=[CH:9][CH:10]=[C:2]([Br:1])[CH:3]=1)([CH3:18])[CH3:17].